Dataset: Catalyst prediction with 721,799 reactions and 888 catalyst types from USPTO. Task: Predict which catalyst facilitates the given reaction. (1) Reactant: [NH2:1][C:2]1[CH:3]=[C:4]2[C:8](=[CH:9][CH:10]=1)[NH:7][C:6](=[O:11])[CH2:5]2.Cl.[CH2:13]([CH:20]1[CH2:25][CH2:24][N:23]([CH:26]([CH3:30])[C:27](O)=[O:28])[CH2:22][CH2:21]1)[C:14]1[CH:19]=[CH:18][CH:17]=[CH:16][CH:15]=1. Product: [CH2:13]([CH:20]1[CH2:21][CH2:22][N:23]([CH:26]([CH3:30])[C:27]([NH:1][C:2]2[CH:3]=[C:4]3[C:8](=[CH:9][CH:10]=2)[NH:7][C:6](=[O:11])[CH2:5]3)=[O:28])[CH2:24][CH2:25]1)[C:14]1[CH:19]=[CH:18][CH:17]=[CH:16][CH:15]=1. The catalyst class is: 27. (2) Reactant: [CH3:1][O:2][C:3]1[CH:4]=[C:5]2[C:10](=[CH:11][C:12]=1[O:13][CH3:14])[N:9]=[CH:8][CH:7]=[C:6]2[O:15][C:16]1[C:21]([F:22])=[CH:20][CH:19]=[CH:18][C:17]=1[CH:23]([OH:26])[CH2:24][CH3:25].O. Product: [CH3:1][O:2][C:3]1[CH:4]=[C:5]2[C:10](=[CH:11][C:12]=1[O:13][CH3:14])[N:9]=[CH:8][CH:7]=[C:6]2[O:15][C:16]1[C:21]([F:22])=[CH:20][CH:19]=[CH:18][C:17]=1[C:23](=[O:26])[CH2:24][CH3:25]. The catalyst class is: 16.